From a dataset of Catalyst prediction with 721,799 reactions and 888 catalyst types from USPTO. Predict which catalyst facilitates the given reaction. (1) Reactant: [Cl:1][C:2]1[CH:24]=[CH:23][C:5]([CH2:6][NH:7][C:8]([C:10]2[C:11](=[O:22])[C:12]3[CH:19]=[C:18]([CH2:20]Cl)[S:17][C:13]=3[N:14]([CH3:16])[CH:15]=2)=[O:9])=[CH:4][CH:3]=1.C(N(C(C)C)CC)(C)C.[C:34]1([CH2:40][C@H:41]2[CH2:46][O:45][CH2:44][CH2:43][NH:42]2)[CH:39]=[CH:38][CH:37]=[CH:36][CH:35]=1.C(Cl)Cl. Product: [CH2:40]([C@H:41]1[CH2:46][O:45][CH2:44][CH2:43][N:42]1[CH2:20][C:18]1[S:17][C:13]2[N:14]([CH3:16])[CH:15]=[C:10]([C:8]([NH:7][CH2:6][C:5]3[CH:23]=[CH:24][C:2]([Cl:1])=[CH:3][CH:4]=3)=[O:9])[C:11](=[O:22])[C:12]=2[CH:19]=1)[C:34]1[CH:39]=[CH:38][CH:37]=[CH:36][CH:35]=1. The catalyst class is: 3. (2) Reactant: [C:1]([C:4]1[C:20]([O:21][CH2:22][C@@H:23]([NH2:28])[CH2:24][CH:25]([CH3:27])[CH3:26])=[CH:19][C:7]2[N:8]([CH3:18])[C:9](=[O:17])[C:10]3[C:15]([C:6]=2[CH:5]=1)=[CH:14][CH:13]=[N:12][C:11]=3[CH3:16])(=[O:3])[CH3:2].[BH4-].[Na+]. Product: [NH2:28][C@@H:23]([CH2:24][CH:25]([CH3:27])[CH3:26])[CH2:22][O:21][C:20]1[C:4]([CH:1]([OH:3])[CH3:2])=[CH:5][C:6]2[C:15]3[C:10](=[C:11]([CH3:16])[N:12]=[CH:13][CH:14]=3)[C:9](=[O:17])[N:8]([CH3:18])[C:7]=2[CH:19]=1. The catalyst class is: 8. (3) Reactant: [Cl:1][C:2]1[CH:12]=[CH:11][C:5]([O:6][CH2:7][C:8]([OH:10])=O)=[C:4]([C:13]2[O:17][N:16]=[CH:15][CH:14]=2)[CH:3]=1.[F:18][C:19]1[CH:32]=[CH:31][C:22]([CH2:23]C2OCCNCC2)=[CH:21][CH:20]=1.CCN=[C:36]=[N:37][CH2:38][CH2:39][CH2:40][N:41]([CH3:43])C.C1C=CC2N(O)N=NC=2C=1.CCN(C(C)C)C(C)C. Product: [Cl:1][C:2]1[CH:12]=[CH:11][C:5]([O:6][CH2:7][C:8]([N:37]2[CH2:38][CH2:39][CH2:40][N:41]([CH2:23][C:22]3[CH:21]=[CH:20][C:19]([F:18])=[CH:32][CH:31]=3)[CH2:43][CH2:36]2)=[O:10])=[C:4]([C:13]2[O:17][N:16]=[CH:15][CH:14]=2)[CH:3]=1. The catalyst class is: 18. (4) Reactant: [CH3:1][C:2]1([CH3:12])[O:6][C@@H:5]([CH2:7][C:8](O)=[O:9])[C:4](=[O:11])[O:3]1.B.C1COCC1.Cl. Product: [OH:9][CH2:8][CH2:7][C@@H:5]1[O:6][C:2]([CH3:1])([CH3:12])[O:3][C:4]1=[O:11]. The catalyst class is: 7. (5) Reactant: [CH3:1][C:2]1[CH:11]=[CH:10][C:5]([C:6]([O:8][CH3:9])=[O:7])=[C:4]([N+:12]([O-:14])=[O:13])[CH:3]=1.[Br:15]N1C(=O)CCC1=O.C(OOC(=O)C1C=CC=CC=1)(=O)C1C=CC=CC=1. Product: [Br:15][CH2:1][C:2]1[CH:11]=[CH:10][C:5]([C:6]([O:8][CH3:9])=[O:7])=[C:4]([N+:12]([O-:14])=[O:13])[CH:3]=1. The catalyst class is: 53. (6) Reactant: [N:1]1[C:10]2[C:5](=[CH:6][CH:7]=[CH:8][C:9]=2[NH2:11])[CH:4]=[CH:3][CH:2]=1.[Cl:12][C:13]1[C:18]([C:19](O)=[O:20])=[C:17]([F:22])[C:16]([CH2:23][NH:24][C:25](=[O:30])[C:26]([CH3:29])([CH3:28])[CH3:27])=[CH:15][CH:14]=1.C(Cl)(=O)C(Cl)=O.CCN(C(C)C)C(C)C. Product: [Cl:12][C:13]1[C:18]([C:19]([NH:11][C:9]2[CH:8]=[CH:7][CH:6]=[C:5]3[C:10]=2[N:1]=[CH:2][CH:3]=[CH:4]3)=[O:20])=[C:17]([F:22])[C:16]([CH2:23][NH:24][C:25](=[O:30])[C:26]([CH3:28])([CH3:27])[CH3:29])=[CH:15][CH:14]=1. The catalyst class is: 85.